This data is from Catalyst prediction with 721,799 reactions and 888 catalyst types from USPTO. The task is: Predict which catalyst facilitates the given reaction. (1) The catalyst class is: 26. Reactant: [CH3:1][N:2]([CH3:19])[C:3](=[O:18])[C@@H:4]([O:6][C:7]1[CH:16]=[CH:15][CH:14]=[C:13]2[C:8]=1[C:9](=O)[NH:10][CH:11]=[N:12]2)[CH3:5].C1(P(C2C=CC=CC=2)C2C=CC=CC=2)C=CC=CC=1.C(Cl)(Cl)(Cl)Cl.[Cl:44][C:45]1[CH:46]=[C:47]([CH:49]=[CH:50][C:51]=1[O:52][CH2:53][CH:54]1[CH2:59][CH2:58][CH2:57][CH2:56][O:55]1)[NH2:48]. Product: [Cl:44][C:45]1[CH:46]=[C:47]([NH:48][C:9]2[C:8]3[C:13](=[CH:14][CH:15]=[CH:16][C:7]=3[O:6][C@@H:4]([CH3:5])[C:3]([N:2]([CH3:19])[CH3:1])=[O:18])[N:12]=[CH:11][N:10]=2)[CH:49]=[CH:50][C:51]=1[O:52][CH2:53][CH:54]1[CH2:59][CH2:58][CH2:57][CH2:56][O:55]1. (2) Reactant: [C:1]([OH:6])(=[O:5])[CH:2]([CH3:4])[OH:3].[C:7](OC(=O)C)(=[O:9])[CH3:8]. Product: [C:7]([O:3][C@@H:2]([CH3:4])[C:1]([OH:6])=[O:5])(=[O:9])[CH3:8]. The catalyst class is: 15. (3) Reactant: O[C:2]([C:22]1[CH:27]=[CH:26][CH:25]=[CH:24][CH:23]=1)([CH3:21])[CH2:3][CH2:4][N:5]([C@H:13]([C:15]1[CH:20]=[CH:19][CH:18]=[CH:17][CH:16]=1)[CH3:14])[C:6](=[O:12])[O:7]CCCC.[H-].[Na+]. Product: [CH3:21][C:2]1([C:22]2[CH:23]=[CH:24][CH:25]=[CH:26][CH:27]=2)[O:7][C:6](=[O:12])[N:5]([C@H:13]([C:15]2[CH:16]=[CH:17][CH:18]=[CH:19][CH:20]=2)[CH3:14])[CH2:4][CH2:3]1. The catalyst class is: 1. (4) Reactant: [C:1]([O:5][C:6](=[O:26])[NH:7][CH2:8][CH:9]1[CH2:14][CH2:13][N:12]([S:15]([C:18]2[CH:23]=[CH:22][C:21]([C:24]#[N:25])=[CH:20][CH:19]=2)(=[O:17])=[O:16])[CH2:11][CH2:10]1)([CH3:4])([CH3:3])[CH3:2].C(=O)([O-])[O-].[K+].[K+].Cl.[OH-:34].[NH4+:35]. Product: [C:1]([O:5][C:6](=[O:26])[NH:7][CH2:8][CH:9]1[CH2:10][CH2:11][N:12]([S:15]([C:18]2[CH:23]=[CH:22][C:21]([C:24]([NH2:35])=[N:25][OH:34])=[CH:20][CH:19]=2)(=[O:17])=[O:16])[CH2:13][CH2:14]1)([CH3:4])([CH3:2])[CH3:3]. The catalyst class is: 8. (5) Reactant: [CH3:1][C:2]1[C:3]([C:16]([C:18]2[CH:23]=[CH:22][C:21]([CH2:24][C:25]#[N:26])=[CH:20][CH:19]=2)=[CH2:17])=[CH:4][C:5]2[C:6]([CH3:15])([CH3:14])[CH2:7][CH2:8][C:9]([CH3:13])([CH3:12])[C:10]=2[CH:11]=1.[OH-:27].[Na+]. Product: [CH3:1][C:2]1[C:3]([C:16]([C:18]2[CH:23]=[CH:22][C:21]([CH2:24][C:25]([NH2:26])=[O:27])=[CH:20][CH:19]=2)=[CH2:17])=[CH:4][C:5]2[C:6]([CH3:15])([CH3:14])[CH2:7][CH2:8][C:9]([CH3:12])([CH3:13])[C:10]=2[CH:11]=1. The catalyst class is: 218. (6) Product: [F:7][C:8]([F:14])([F:13])[CH2:9][C:10]([O:5][CH2:1][CH3:2])=[O:11]. Reactant: [C:1](Cl)(=[O:5])[C:2](Cl)=O.[F:7][C:8]([F:14])([F:13])[CH2:9][C:10](O)=[O:11].N1C=CC=CC=1.C(O)C. The catalyst class is: 2. (7) Reactant: [O:1]1[C:5]2[CH:6]=[CH:7][CH:8]=[CH:9][C:4]=2[C:3]([C:10]2[CH:11]=[N:12][NH:13][C:14]=2[NH2:15])=[N:2]1.[Cl:16][C:17]1[CH:22]=[CH:21][C:20]([C:23](=O)[CH2:24][C:25](OCC)=[O:26])=[CH:19][C:18]=1[O:31][CH2:32][CH3:33].CC1C=CC(S(O)(=O)=O)=CC=1. Product: [O:1]1[C:5]2[CH:6]=[CH:7][CH:8]=[CH:9][C:4]=2[C:3]([C:10]2[CH:11]=[N:12][N:13]3[C:25](=[O:26])[CH:24]=[C:23]([C:20]4[CH:21]=[CH:22][C:17]([Cl:16])=[C:18]([O:31][CH2:32][CH3:33])[CH:19]=4)[NH:15][C:14]=23)=[N:2]1. The catalyst class is: 114. (8) Reactant: Br[C:2]1[CH:3]=[C:4]2[C:9](=[CH:10][CH:11]=1)[CH:8]=[N:7][CH:6]=[C:5]2[Cl:12].[CH3:13][N:14](C=O)C. Product: [Cl:12][C:5]1[C:4]2[C:9](=[CH:10][CH:11]=[C:2]([C:13]#[N:14])[CH:3]=2)[CH:8]=[N:7][CH:6]=1. The catalyst class is: 267. (9) Reactant: [Br:1][C:2]1[CH:3]=[C:4]2[C:8](=[CH:9][CH:10]=1)[NH:7][CH:6]=[CH:5]2.[H-].[Na+].S(O[CH2:24][CH:25]1[CH2:30][CH:29]2[N:31]([C:32]([O:34][CH2:35][C:36]3[CH:41]=[CH:40][CH:39]=[CH:38][CH:37]=3)=[O:33])[CH:26]1[CH2:27][CH2:28]2)(C1C=CC(C)=CC=1)(=O)=O.C(OCC)(=O)C.CCCCCC. The catalyst class is: 3. Product: [Br:1][C:2]1[CH:3]=[C:4]2[C:8](=[CH:9][CH:10]=1)[N:7]([CH2:24][CH:25]1[CH2:30][CH:29]3[N:31]([C:32]([O:34][CH2:35][C:36]4[CH:37]=[CH:38][CH:39]=[CH:40][CH:41]=4)=[O:33])[CH:26]1[CH2:27][CH2:28]3)[CH:6]=[CH:5]2.